The task is: Regression. Given a peptide amino acid sequence and an MHC pseudo amino acid sequence, predict their binding affinity value. This is MHC class I binding data.. This data is from Peptide-MHC class I binding affinity with 185,985 pairs from IEDB/IMGT. (1) The binding affinity (normalized) is 0.213. The MHC is HLA-B53:01 with pseudo-sequence HLA-B53:01. The peptide sequence is RPRPRTPEW. (2) The peptide sequence is RHDITGFIL. The MHC is HLA-B46:01 with pseudo-sequence HLA-B46:01. The binding affinity (normalized) is 0.0847. (3) The peptide sequence is LPPERRQPF. The MHC is HLA-B15:09 with pseudo-sequence HLA-B15:09. The binding affinity (normalized) is 0.0847.